This data is from Full USPTO retrosynthesis dataset with 1.9M reactions from patents (1976-2016). The task is: Predict the reactants needed to synthesize the given product. (1) Given the product [CH2:6]([O:13][C:14]([NH:16][C:17]1([CH2:30][OH:31])[CH2:18][CH2:19][N:20]([C:23]([O:25][C:26]([CH3:27])([CH3:28])[CH3:29])=[O:24])[CH2:21][CH2:22]1)=[O:15])[C:7]1[CH:8]=[CH:9][CH:10]=[CH:11][CH:12]=1, predict the reactants needed to synthesize it. The reactants are: O1CCCC1.[CH2:6]([O:13][C:14]([NH:16][C:17]1([C:30](O)=[O:31])[CH2:22][CH2:21][N:20]([C:23]([O:25][C:26]([CH3:29])([CH3:28])[CH3:27])=[O:24])[CH2:19][CH2:18]1)=[O:15])[C:7]1[CH:12]=[CH:11][CH:10]=[CH:9][CH:8]=1.C(Cl)(=O)OCC.[BH4-].[Na+]. (2) Given the product [CH2:14]([S:11]([C:4]1[CH:3]=[C:2]([N:16]2[CH2:21][CH2:20][O:19][CH2:18][CH2:17]2)[CH:9]=[C:8]([CH3:10])[C:5]=1[C:6]#[N:7])(=[O:13])=[O:12])[CH3:15], predict the reactants needed to synthesize it. The reactants are: Cl[C:2]1[CH:9]=[C:8]([CH3:10])[C:5]([C:6]#[N:7])=[C:4]([S:11]([CH2:14][CH3:15])(=[O:13])=[O:12])[CH:3]=1.[NH:16]1[CH2:21][CH2:20][O:19][CH2:18][CH2:17]1.C(=O)([O-])[O-].[K+].[K+]. (3) Given the product [CH:12]([C:3]1[CH:4]=[C:5]([O:10][CH3:11])[C:6]([O:8][CH3:9])=[CH:7][C:2]=1[C:24]([N:23]([CH3:27])[CH3:22])=[O:25])=[O:16], predict the reactants needed to synthesize it. The reactants are: Br[C:2]1[CH:7]=[C:6]([O:8][CH3:9])[C:5]([O:10][CH3:11])=[CH:4][C:3]=1[CH:12]1[O:16]CCO1.C([Li])CCC.[CH3:22][N:23]([CH3:27])[C:24](Cl)=[O:25].Cl. (4) The reactants are: [CH2:1]([C:3]1[CH:8]=[CH:7][CH:6]=[CH:5][C:4]=1[NH:9][C:10]1[C:15]([C:16]([NH2:18])=[O:17])=[CH:14][N:13]=[C:12]2[S:19][C:20]([S:22]([CH3:24])=[O:23])=[N:21][C:11]=12)[CH3:2].[Mn]([O-])(=O)(=O)=[O:26].[K+].S(=O)(O)[O-].[Na+]. Given the product [CH2:1]([C:3]1[CH:8]=[CH:7][CH:6]=[CH:5][C:4]=1[NH:9][C:10]1[C:15]([C:16]([NH2:18])=[O:17])=[CH:14][N:13]=[C:12]2[S:19][C:20]([S:22]([CH3:24])(=[O:26])=[O:23])=[N:21][C:11]=12)[CH3:2], predict the reactants needed to synthesize it.